This data is from Forward reaction prediction with 1.9M reactions from USPTO patents (1976-2016). The task is: Predict the product of the given reaction. Given the reactants [Cl:1][C:2]1[CH:3]=[CH:4][C:5]2[C:14]3[C:9](=[CH:10][N:11]=[CH:12][CH:13]=3)[C:8](=[O:15])[NH:7][C:6]=2[CH:16]=1.C(=O)([O-])[O:18][CH2:19][CH3:20].C([O-])([O-])=O.[K+].[K+].C1OCCOCCOCCOCCOCCOC1, predict the reaction product. The product is: [Cl:1][C:2]1[CH:3]=[CH:4][C:5]2[C:14]3[C:9](=[CH:10][N:11]=[CH:12][CH:13]=3)[C:8](=[O:15])[N:7]([CH2:20][CH2:19][OH:18])[C:6]=2[CH:16]=1.